The task is: Predict which catalyst facilitates the given reaction.. This data is from Catalyst prediction with 721,799 reactions and 888 catalyst types from USPTO. (1) Reactant: [NH2:1][C:2]1[CH:3]=[CH:4][C:5]2[O:10][CH2:9][C:8](=[O:11])[NH:7][C:6]=2[CH:12]=1.[F:13][C:14]1[CH:31]=[CH:30][C:17]([CH2:18][CH:19]2[CH2:24][CH2:23][N:22]([C:25](=[O:29])[C:26](O)=[O:27])[CH2:21][CH2:20]2)=[CH:16][CH:15]=1. Product: [F:13][C:14]1[CH:31]=[CH:30][C:17]([CH2:18][CH:19]2[CH2:20][CH2:21][N:22]([C:25](=[O:29])[C:26]([NH:1][C:2]3[CH:3]=[CH:4][C:5]4[O:10][CH2:9][C:8](=[O:11])[NH:7][C:6]=4[CH:12]=3)=[O:27])[CH2:23][CH2:24]2)=[CH:16][CH:15]=1. The catalyst class is: 27. (2) Reactant: [H-].[Na+].[OH:3][C:4]1[CH:5]=[CH:6][C:7]([C:10](=[O:12])[CH3:11])=[N:8][CH:9]=1.[CH2:13](Cl)[O:14][CH3:15]. Product: [CH3:13][O:14][CH2:15][O:3][C:4]1[CH:5]=[CH:6][C:7]([C:10](=[O:12])[CH3:11])=[N:8][CH:9]=1. The catalyst class is: 3. (3) Reactant: [F:1][C:2]1[CH:8]=[CH:7][CH:6]=[C:5]([F:9])[C:3]=1[NH2:4].CCC([O-])(C)C.[Na+].F[C:18]1[CH:23]=[CH:22][C:21]([F:24])=[CH:20][C:19]=1[N+:25]([O-:27])=[O:26].Cl. Product: [F:1][C:2]1[CH:8]=[CH:7][CH:6]=[C:5]([F:9])[C:3]=1[NH:4][C:18]1[CH:23]=[CH:22][C:21]([F:24])=[CH:20][C:19]=1[N+:25]([O-:27])=[O:26]. The catalyst class is: 1. (4) Reactant: Br[C:2]1[CH:11]=[CH:10][C:5]([C:6]([O:8][CH3:9])=[O:7])=[CH:4][C:3]=1[CH3:12].[CH3:13][O:14][C:15]1[CH:20]=[CH:19][CH:18]=[CH:17][C:16]=1B(O)O.C(=O)([O-])[O-].[K+].[K+]. Product: [CH3:13][O:14][C:15]1[CH:20]=[CH:19][CH:18]=[CH:17][C:16]=1[C:2]1[CH:11]=[CH:10][C:5]([C:6]([O:8][CH3:9])=[O:7])=[CH:4][C:3]=1[CH3:12]. The catalyst class is: 398. (5) Reactant: C(O[N:6]([C:18]1[C:19]([C:25]([O:27]C)=[O:26])=[CH:20][C:21]([Cl:24])=[N:22][CH:23]=1)[C:7]([CH2:9][C:10]1[CH:15]=[CH:14][C:13](OC)=[CH:12]C=1)=O)(C)(C)C.[OH-].[Na+].C(O)(=O)C[C:33](CC(O)=O)(C(O)=O)[OH:34]. Product: [Cl:24][C:21]1[CH:20]=[C:19]([C:25]([OH:27])=[O:26])[C:18]([NH:6][CH2:7][C:9]2[CH:10]=[CH:15][C:14]([O:34][CH3:33])=[CH:13][CH:12]=2)=[CH:23][N:22]=1. The catalyst class is: 5. (6) Reactant: [NH2:1][C:2]1[C:11]([N+:12]([O-])=O)=[CH:10][C:9]2[C:4](=[CH:5][CH:6]=[C:7]([CH3:15])[CH:8]=2)[N:3]=1. Product: [NH2:1][C:2]1[C:11]([NH2:12])=[CH:10][C:9]2[C:4](=[CH:5][CH:6]=[C:7]([CH3:15])[CH:8]=2)[N:3]=1. The catalyst class is: 45. (7) Reactant: C(Cl)(=O)C(Cl)=O.CS(C)=O.[OH:11][CH:12]1[CH2:17][CH2:16][CH:15]([C:18]([O:20][CH2:21][CH3:22])=[O:19])[CH2:14][CH2:13]1. Product: [CH2:21]([O:20][C:18]([CH:15]1[CH2:16][CH2:17][C:12](=[O:11])[CH2:13][CH2:14]1)=[O:19])[CH3:22]. The catalyst class is: 2.